The task is: Predict the product of the given reaction.. This data is from Forward reaction prediction with 1.9M reactions from USPTO patents (1976-2016). (1) Given the reactants [CH2:1]([C:8]1[C:9](=[O:18])[NH:10][C:11]([O:15][CH2:16][CH3:17])=[N:12][C:13]=1[CH3:14])[C:2]1[CH:7]=[CH:6][CH:5]=[CH:4][CH:3]=1.Br[CH2:20][C:21]1[CH:26]=[CH:25][C:24]([C:27]2[CH:32]=[CH:31][CH:30]=[CH:29][C:28]=2[C:33]2[N:37]=[C:36](C(Cl)(Cl)Cl)[O:35][N:34]=2)=[CH:23][CH:22]=1.C(=O)([O-])[O-:43].[Cs+].[Cs+], predict the reaction product. The product is: [CH2:1]([C:8]1[C:9](=[O:18])[N:10]([CH2:20][C:21]2[CH:26]=[CH:25][C:24]([C:27]3[CH:32]=[CH:31][CH:30]=[CH:29][C:28]=3[C:33]3[NH:37][C:36](=[O:43])[O:35][N:34]=3)=[CH:23][CH:22]=2)[C:11]([O:15][CH2:16][CH3:17])=[N:12][C:13]=1[CH3:14])[C:2]1[CH:3]=[CH:4][CH:5]=[CH:6][CH:7]=1. (2) Given the reactants [C:1]([C:5]1[CH:10]=[C:9]([Br:11])[CH:8]=[C:7]([C:12]([CH3:15])([CH3:14])[CH3:13])[C:6]=1[OH:16])([CH3:4])([CH3:3])[CH3:2].[CH3:17][Si:18](CCl)([CH3:20])[CH3:19].C1COCC1.[Li+].CCC[CH2-], predict the reaction product. The product is: [C:12]([C:7]1[CH:8]=[C:9]([Br:11])[CH:10]=[C:5]([C:1]([CH3:4])([CH3:3])[CH3:2])[C:6]=1[O:16][Si:18]([CH3:20])([CH3:19])[CH3:17])([CH3:15])([CH3:14])[CH3:13]. (3) Given the reactants [NH2:1][C@@:2]1([CH3:30])[CH2:6][CH2:5][C@@H:4]([NH:7][C:8]2[C:9]3[N:10]([CH:17]=[C:18]([C:20]4[CH:25]=[CH:24][C:23]([CH2:26][NH2:27])=[CH:22][CH:21]=4)[CH:19]=3)[N:11]=[CH:12][C:13]=2[C:14]([NH2:16])=[O:15])[C:3]1([CH3:29])[CH3:28].[C:31]([OH:34])(=O)[CH3:32].F[P-](F)(F)(F)(F)F.N1([O:51][P+](N(C)C)(N(C)C)N(C)C)C2C=CC=CC=2N=N1.CCN([CH:68]([CH3:70])C)C(C)C, predict the reaction product. The product is: [C:68]([NH:27][CH2:26][C:23]1[CH:22]=[CH:21][C:20]([C:18]2[CH:19]=[C:9]3[C:8]([NH:7][C@@H:4]4[CH2:5][CH2:6][C@@:2]([NH:1][C:31](=[O:34])[CH3:32])([CH3:30])[C:3]4([CH3:29])[CH3:28])=[C:13]([C:14]([NH2:16])=[O:15])[CH:12]=[N:11][N:10]3[CH:17]=2)=[CH:25][CH:24]=1)(=[O:51])[CH3:70]. (4) The product is: [CH:13]1([C:16]2[CH:17]=[C:18]([CH:19]=[O:20])[CH:21]=[C:22]([O:25][CH2:26][CH2:27][C:28]([F:29])([F:30])[F:31])[C:23]=2[C:5]2[CH:6]=[CH:7][C:2]([F:1])=[CH:3][CH:4]=2)[CH2:15][CH2:14]1. Given the reactants [F:1][C:2]1[CH:7]=[CH:6][C:5](B(O)O)=[CH:4][CH:3]=1.[F-].[Cs+].[CH:13]1([C:16]2[CH:17]=[C:18]([CH:21]=[C:22]([O:25][CH2:26][CH2:27][C:28]([F:31])([F:30])[F:29])[C:23]=2I)[CH:19]=[O:20])[CH2:15][CH2:14]1.O, predict the reaction product. (5) Given the reactants [Br:1][C:2]1[C:7]([O:8][CH3:9])=[CH:6][C:5]([C:10]2[O:11][CH:12]=[CH:13][CH:14]=2)=[CH:4][C:3]=1[O:15][CH3:16].CON(C)[C:20](=[O:32])[CH:21]([O:30][CH3:31])[C:22]1[CH:23]=[N:24][C:25]([O:28][CH3:29])=[CH:26][CH:27]=1, predict the reaction product. The product is: [Br:1][C:2]1[C:7]([O:8][CH3:9])=[CH:6][C:5]([C:10]2[O:11][C:12]([C:20](=[O:32])[CH:21]([O:30][CH3:31])[C:22]3[CH:23]=[N:24][C:25]([O:28][CH3:29])=[CH:26][CH:27]=3)=[CH:13][CH:14]=2)=[CH:4][C:3]=1[O:15][CH3:16]. (6) The product is: [Br:1][C:2]1[C:3]([OH:12])=[C:4]([C:9](=[O:11])/[CH:10]=[CH:17]/[C:16]2[CH:19]=[CH:20][C:21]([O:22][CH3:23])=[C:14]([Cl:13])[CH:15]=2)[CH:5]=[C:6]([CH3:8])[CH:7]=1. Given the reactants [Br:1][C:2]1[C:3]([OH:12])=[C:4]([C:9](=[O:11])[CH3:10])[CH:5]=[C:6]([CH3:8])[CH:7]=1.[Cl:13][C:14]1[CH:15]=[C:16]([CH:19]=[CH:20][C:21]=1[O:22][CH3:23])[CH:17]=O.[OH-].[Na+].Cl, predict the reaction product.